Predict the product of the given reaction. From a dataset of Forward reaction prediction with 1.9M reactions from USPTO patents (1976-2016). Given the reactants [C:1]1([CH2:7][OH:8])[CH:6]=[CH:5][CH:4]=[CH:3][CH:2]=1.[H-].[Na+].CS([C:15]1[N:20]=[C:19]([CH2:21][O:22][CH:23]2[CH2:28][CH2:27][CH2:26][CH2:25][O:24]2)[CH:18]=[CH:17][N:16]=1)(=O)=O, predict the reaction product. The product is: [CH2:7]([O:8][C:15]1[N:20]=[C:19]([CH2:21][O:22][CH:23]2[CH2:28][CH2:27][CH2:26][CH2:25][O:24]2)[CH:18]=[CH:17][N:16]=1)[C:1]1[CH:6]=[CH:5][CH:4]=[CH:3][CH:2]=1.